From a dataset of M1 muscarinic receptor antagonist screen with 61,756 compounds. Binary Classification. Given a drug SMILES string, predict its activity (active/inactive) in a high-throughput screening assay against a specified biological target. The compound is Oc1c2c(n(CCCCCC)c(=O)c1C(=O)Nc1c(n(n(c1=O)c1ccccc1)C)C)cccc2. The result is 1 (active).